Dataset: Forward reaction prediction with 1.9M reactions from USPTO patents (1976-2016). Task: Predict the product of the given reaction. Given the reactants I[CH2:2][C@@H:3]([CH3:16])[CH2:4][N:5]1[C:14]2[C:9](=[CH:10][CH:11]=[CH:12][CH:13]=2)[CH:8]=[CH:7][C:6]1=[O:15].[CH2:17]([CH:21]1[CH2:26][CH2:25][NH:24][CH2:23][CH2:22]1)[CH2:18][CH2:19][CH3:20].CC#N.CCOC(C)=O, predict the reaction product. The product is: [CH2:17]([CH:21]1[CH2:26][CH2:25][N:24]([CH2:2][C@@H:3]([CH3:16])[CH2:4][N:5]2[C:14]3[C:9](=[CH:10][CH:11]=[CH:12][CH:13]=3)[CH:8]=[CH:7][C:6]2=[O:15])[CH2:23][CH2:22]1)[CH2:18][CH2:19][CH3:20].